From a dataset of Peptide-MHC class I binding affinity with 185,985 pairs from IEDB/IMGT. Regression. Given a peptide amino acid sequence and an MHC pseudo amino acid sequence, predict their binding affinity value. This is MHC class I binding data. (1) The peptide sequence is LLSGQGPMK. The MHC is HLA-A03:01 with pseudo-sequence HLA-A03:01. The binding affinity (normalized) is 0.658. (2) The peptide sequence is RPRGDNFAV. The MHC is HLA-B35:01 with pseudo-sequence HLA-B35:01. The binding affinity (normalized) is 0.149. (3) The MHC is HLA-B44:02 with pseudo-sequence HLA-B44:02. The binding affinity (normalized) is 0.0104. The peptide sequence is VEYYPLLFI. (4) The peptide sequence is KLRIKGMSY. The MHC is HLA-A30:01 with pseudo-sequence HLA-A30:01. The binding affinity (normalized) is 0.730.